From a dataset of Forward reaction prediction with 1.9M reactions from USPTO patents (1976-2016). Predict the product of the given reaction. (1) The product is: [CH2:1]([C:5]1[CH:6]=[CH:7][C:8]([C:9]2[O:11][N:55]=[C:53]([C:51]3[O:52][C:48]4[CH2:47][CH2:46][CH2:45][CH:44]([OH:43])[C:49]=4[CH:50]=3)[N:54]=2)=[CH:12][CH:13]=1)[CH:2]([CH3:3])[CH3:4]. Given the reactants [CH2:1]([C:5]1[CH:13]=[CH:12][C:8]([C:9]([OH:11])=O)=[CH:7][CH:6]=1)[CH:2]([CH3:4])[CH3:3].ON1C2C=CC=CC=2N=N1.Cl.C(N=C=NCCCN(C)C)C.[Si]([O:43][CH:44]1[C:49]2[CH:50]=[C:51]([C:53](=[N:55]O)[NH2:54])[O:52][C:48]=2[CH2:47][CH2:46][CH2:45]1)(C(C)(C)C)(C)C.[F-].C([N+](CCCC)(CCCC)CCCC)CCC, predict the reaction product. (2) Given the reactants [F:1][C:2]([F:7])([F:6])[C:3]([OH:5])=[O:4].[F:8][C:9]([F:14])([F:13])[C:10]([OH:12])=[O:11].FC(F)(F)C(O)=O.[Cl:22][C:23]1[CH:24]=[N:25][C:26]2[NH:27][C:28]3[CH:29]=[N:30][CH:31]=[C:32]([CH:54]=3)[CH2:33][CH2:34][C:35]3[CH:43]=[C:39]([NH:40][C:41]=1[N:42]=2)[CH:38]=[CH:37][C:36]=3[NH:44][C:45](=[O:53])[CH2:46][CH:47]1[CH2:52][CH2:51][NH:50][CH2:49][CH2:48]1.[F:55][C:56]1[CH:61]=[CH:60][CH:59]=[CH:58][C:57]=1[N:62]=[C:63]=[O:64], predict the reaction product. The product is: [F:1][C:2]([F:7])([F:6])[C:3]([OH:5])=[O:4].[F:8][C:9]([F:14])([F:13])[C:10]([OH:12])=[O:11].[Cl:22][C:23]1[CH:24]=[N:25][C:26]2[NH:27][C:28]3[CH:29]=[N:30][CH:31]=[C:32]([CH:54]=3)[CH2:33][CH2:34][C:35]3[CH:43]=[C:39]([NH:40][C:41]=1[N:42]=2)[CH:38]=[CH:37][C:36]=3[NH:44][C:45](=[O:53])[CH2:46][CH:47]1[CH2:52][CH2:51][N:50]([C:63]([NH:62][C:57]2[CH:58]=[CH:59][CH:60]=[CH:61][C:56]=2[F:55])=[O:64])[CH2:49][CH2:48]1. (3) Given the reactants [OH:1][C:2]([CH3:7])([CH3:6])[C:3]([OH:5])=[O:4].[H-].[Na+].Br[CH2:11][C:12]1[CH:17]=[CH:16][CH:15]=[CH:14][CH:13]=1, predict the reaction product. The product is: [OH:1][C:2]([CH3:7])([CH3:6])[C:3]([O:5][CH2:11][C:12]1[CH:17]=[CH:16][CH:15]=[CH:14][CH:13]=1)=[O:4]. (4) Given the reactants [C:1]([O:5][C:6]([N:8]1[CH2:13][CH2:12][CH:11]([N:14]2[C:22]3[C:17](=[CH:18][CH:19]=[CH:20][CH:21]=3)[CH:16]=[CH:15]2)[CH:10]([CH2:23]C)[CH2:9]1)=[O:7])([CH3:4])([CH3:3])[CH3:2].[H-].[Al+3].[Li+].[H-].[H-].[H-].C1C[O:34]CC1, predict the reaction product. The product is: [C:1]([O:5][C:6]([N:8]1[CH2:13][CH2:12][CH:11]([N:14]2[C:22]3[C:17](=[CH:18][CH:19]=[CH:20][CH:21]=3)[CH:16]=[CH:15]2)[CH:10]([CH2:23][OH:34])[CH2:9]1)=[O:7])([CH3:3])([CH3:2])[CH3:4]. (5) Given the reactants [CH3:1][C:2]1([CH3:15])[CH2:6][CH2:5][C:4](=O)[N:3]1[C:8]([O:10][C:11]([CH3:14])([CH3:13])[CH3:12])=[O:9].CC(C[AlH]CC(C)C)C.[CH2:25]([C@@H:32]1[CH2:36][O:35][C:34](=[O:37])[N:33]1[C:38](=[O:47])[CH2:39][C:40]1[CH:45]=[CH:44][C:43]([Cl:46])=[CH:42][CH:41]=1)[C:26]1[CH:31]=[CH:30][CH:29]=[CH:28][CH:27]=1.C(N(C(C)C)CC)(C)C.COC1N(C(OC(C)(C)C)=O)C(C)(C)CC1, predict the reaction product. The product is: [CH2:25]([C@@H:32]1[CH2:36][O:35][C:34](=[O:37])[N:33]1[C:38](=[O:47])[C@H:39]([C@H:4]1[N:3]([C:8]([O:10][C:11]([CH3:14])([CH3:13])[CH3:12])=[O:9])[C:2]([CH3:15])([CH3:1])[CH2:6][CH2:5]1)[C:40]1[CH:41]=[CH:42][C:43]([Cl:46])=[CH:44][CH:45]=1)[C:26]1[CH:31]=[CH:30][CH:29]=[CH:28][CH:27]=1. (6) The product is: [ClH:1].[ClH:41].[Cl:1][C:2]1[CH:3]=[C:4]2[C:8](=[CH:9][CH:10]=1)[N:7]([C:11]1[C:20]3[C:15](=[CH:16][CH:17]=[C:18]([N:32]4[CH2:33][CH2:34][N:29]([CH3:28])[CH2:30][CH2:31]4)[CH:19]=3)[N:14]=[C:13]([C:22]3[CH:23]=[N:24][CH:25]=[CH:26][CH:27]=3)[N:12]=1)[CH2:6][CH2:5]2. Given the reactants [Cl:1][C:2]1[CH:3]=[C:4]2[C:8](=[CH:9][CH:10]=1)[N:7]([C:11]1[C:20]3[C:15](=[CH:16][CH:17]=[C:18](I)[CH:19]=3)[N:14]=[C:13]([C:22]3[CH:23]=[N:24][CH:25]=[CH:26][CH:27]=3)[N:12]=1)[CH2:6][CH2:5]2.[CH3:28][N:29]1[CH2:34][CH2:33][NH:32][CH2:31][CH2:30]1.CC(C)([O-])C.[Na+].[ClH:41], predict the reaction product. (7) Given the reactants Br[C:2]1[CH:3]=[C:4]2[C:9](=[CH:10][CH:11]=1)[CH:8]=[N:7][CH:6]=[C:5]2[Cl:12].[CH3:13][C:14]1([S:17]([NH2:20])(=[O:19])=[O:18])[CH2:16][CH2:15]1.[O-]P([O-])([O-])=O.[K+].[K+].[K+].CC1(C)C2C(=C(P(C3C=CC=CC=3)C3C=CC=CC=3)C=CC=2)OC2C(P(C3C=CC=CC=3)C3C=CC=CC=3)=CC=CC1=2, predict the reaction product. The product is: [Cl:12][C:5]1[C:4]2[C:9](=[CH:10][CH:11]=[C:2]([NH:20][S:17]([C:14]3([CH3:13])[CH2:16][CH2:15]3)(=[O:19])=[O:18])[CH:3]=2)[CH:8]=[N:7][CH:6]=1. (8) Given the reactants Cl.[NH2:2][CH2:3][C:4]#[N:5].[C:6](O[C:6]([O:8][C:9]([CH3:12])([CH3:11])[CH3:10])=[O:7])([O:8][C:9]([CH3:12])([CH3:11])[CH3:10])=[O:7], predict the reaction product. The product is: [CH3:10][C:9]([O:8][C:6]([NH:5][CH2:4][C:3]#[N:2])=[O:7])([CH3:12])[CH3:11].